This data is from Forward reaction prediction with 1.9M reactions from USPTO patents (1976-2016). The task is: Predict the product of the given reaction. (1) Given the reactants [CH3:1][O-:2].[Mg+2].C[O-].[F:6][C:7]1[C:12]([F:13])=[CH:11][CH:10]=[CH:9][C:8]=1[OH:14].C=O.Cl, predict the reaction product. The product is: [F:6][C:7]1[C:8]([OH:14])=[C:9]([CH:10]=[CH:11][C:12]=1[F:13])[CH:1]=[O:2]. (2) Given the reactants Br[C:2]1[CH:7]=[CH:6][N:5]([C:8]2[CH:9]=[CH:10][C:11]3[N:12]([C:14]([CH3:20])=[C:15]([CH:17]4[CH2:19][CH2:18]4)[N:16]=3)[CH:13]=2)[C:4](=[O:21])[CH:3]=1.[Cl:22][C:23]1[CH:30]=[CH:29][C:26]([CH2:27][NH2:28])=[CH:25][CH:24]=1.CC1(C)C2C(=C(P(C3C=CC=CC=3)C3C=CC=CC=3)C=CC=2)OC2C(P(C3C=CC=CC=3)C3C=CC=CC=3)=CC=CC1=2.C(=O)([O-])[O-].[Cs+].[Cs+], predict the reaction product. The product is: [Cl:22][C:23]1[CH:30]=[CH:29][C:26]([CH2:27][NH:28][C:2]2[CH:7]=[CH:6][N:5]([C:8]3[CH:9]=[CH:10][C:11]4[N:12]([C:14]([CH3:20])=[C:15]([CH:17]5[CH2:19][CH2:18]5)[N:16]=4)[CH:13]=3)[C:4](=[O:21])[CH:3]=2)=[CH:25][CH:24]=1. (3) The product is: [F:1][C:2]([F:7])([F:6])[C:3]([OH:5])=[O:4].[F:1][C:2]([F:7])([F:6])[C:3]([OH:5])=[O:4].[Cl:8][C:9]1[CH:10]=[N:11][C:12]2[NH:13][C:14]3[CH:15]=[CH:16][CH:17]=[C:18]([CH:32]=3)[CH2:19][CH2:20][C:21]3[CH:29]=[C:25]([NH:26][C:27]=1[N:28]=2)[CH:24]=[CH:23][C:22]=3[CH2:30][NH:33][C@@H:34]1[CH2:38][CH2:37][N:36]([C:39]([O:41][C:42]([CH3:45])([CH3:44])[CH3:43])=[O:40])[CH2:35]1. Given the reactants [F:1][C:2]([F:7])([F:6])[C:3]([OH:5])=[O:4].[Cl:8][C:9]1[CH:10]=[N:11][C:12]2[NH:13][C:14]3[CH:15]=[CH:16][CH:17]=[C:18]([CH:32]=3)[CH2:19][CH2:20][C:21]3[CH:29]=[C:25]([NH:26][C:27]=1[N:28]=2)[CH:24]=[CH:23][C:22]=3[CH2:30]O.[NH2:33][C@@H:34]1[CH2:38][CH2:37][N:36]([C:39]([O:41][C:42]([CH3:45])([CH3:44])[CH3:43])=[O:40])[CH2:35]1, predict the reaction product. (4) Given the reactants [CH:1]1([N:6]2[C:14]3[C:9](=[CH:10][C:11]([F:16])=[C:12]([CH3:15])[CH:13]=3)[C:8]([C:17]([O:19]C)=[O:18])=[C:7]2[C:21]2[CH:26]=[CH:25][C:24]([S:27](=[O:36])(=[O:35])[NH:28][C@@H:29]([CH3:34])[C:30]([F:33])([F:32])[F:31])=[CH:23][N:22]=2)[CH2:5][CH2:4][CH2:3][CH2:2]1.[OH-].[Na+].O, predict the reaction product. The product is: [CH:1]1([N:6]2[C:14]3[C:9](=[CH:10][C:11]([F:16])=[C:12]([CH3:15])[CH:13]=3)[C:8]([C:17]([OH:19])=[O:18])=[C:7]2[C:21]2[CH:26]=[CH:25][C:24]([S:27](=[O:36])(=[O:35])[NH:28][C@@H:29]([CH3:34])[C:30]([F:32])([F:33])[F:31])=[CH:23][N:22]=2)[CH2:5][CH2:4][CH2:3][CH2:2]1.